This data is from Forward reaction prediction with 1.9M reactions from USPTO patents (1976-2016). The task is: Predict the product of the given reaction. (1) Given the reactants [CH3:1][O:2][CH2:3][CH2:4][O:5][C:6]1[CH:7]=[CH:8][C:9]2[S:13][C:12](SC)=[N:11][C:10]=2[CH:16]=1.[C:17]1(C)C=CC(S(OC)(=O)=O)=CC=1.[CH2:29]([NH:31][C:32]1[CH:37]=[CH:36][C:35]([NH:38][C:39](=[O:43])[CH2:40][O:41][CH3:42])=[CH:34][C:33]=1[N:44]=[C:45]1[N:49]([CH2:50][C:51]2[O:52][CH:53]=[CH:54][CH:55]=2)[C:48](=[O:56])[CH2:47][S:46]1)[CH3:30], predict the reaction product. The product is: [CH2:29]([NH:31][C:32]1[CH:37]=[CH:36][C:35]([NH:38][C:39](=[O:43])[CH2:40][O:41][CH3:42])=[CH:34][C:33]=1[N:44]=[C:45]1[N:49]([CH2:50][C:51]2[O:52][CH:53]=[CH:54][CH:55]=2)[C:48](=[O:56])[C:47](=[C:12]2[N:11]([CH3:17])[C:10]3[CH:16]=[C:6]([O:5][CH2:4][CH2:3][O:2][CH3:1])[CH:7]=[CH:8][C:9]=3[S:13]2)[S:46]1)[CH3:30]. (2) Given the reactants [NH2:1][C:2]1[N:7]=[CH:6][C:5]([C:8]2[CH:13]=[C:12]([C:14]3[CH:19]=[CH:18][C:17]([N:20]4[CH2:25][CH2:24][N:23]([C:26](OC(C)(C)C)=[O:27])[CH2:22][CH2:21]4)=[CH:16][CH:15]=3)[CH:11]=[C:10]([N:33]3[CH2:38][CH2:37][O:36][CH2:35][CH2:34]3)[N:9]=2)=[CH:4][N:3]=1.Cl.[CH3:40][CH:41]([CH2:45][C:46](=[O:50])[CH:47]=[CH:48]C)[C:42](O)=O.CN(C(ON1N=NC2C=CC=NC1=2)=[N+](C)C)C.F[P-](F)(F)(F)(F)F, predict the reaction product. The product is: [NH2:1][C:2]1[N:7]=[CH:6][C:5]([C:8]2[CH:13]=[C:12]([C:14]3[CH:15]=[CH:16][C:17]([N:20]4[CH2:25][CH2:24][N:23]([C:26](=[O:27])[CH2:48][CH2:47][C:46](=[O:50])[CH:45]=[C:41]([CH3:42])[CH3:40])[CH2:22][CH2:21]4)=[CH:18][CH:19]=3)[CH:11]=[C:10]([N:33]3[CH2:34][CH2:35][O:36][CH2:37][CH2:38]3)[N:9]=2)=[CH:4][N:3]=1. (3) Given the reactants [CH3:1][O:2][C:3](=[O:24])[C@H:4]([OH:23])[CH2:5][N:6]([CH2:15][C:16]1[CH:21]=[CH:20][C:19]([Br:22])=[CH:18][CH:17]=1)[NH:7]C(OC(C)(C)C)=O.[CH3:25]CO.[ClH:28], predict the reaction product. The product is: [CH2:1]([O:2][C:3](=[O:24])[C@H:4]([OH:23])[CH2:5][N:6]([CH2:15][C:16]1[CH:21]=[CH:20][C:19]([Br:22])=[CH:18][CH:17]=1)[NH2:7])[CH3:25].[ClH:28]. (4) Given the reactants [F:1][C:2]1[CH:17]=[CH:16][C:5]([O:6][C:7]2[N:15]=[CH:14][CH:13]=[CH:12][C:8]=2[C:9]([OH:11])=O)=[CH:4][CH:3]=1.ON1C2C=CC=CC=2N=N1.Cl.CN(C)CCCN=C=NCC.[C:40]([O:44][C:45](=[O:56])[NH:46][CH2:47][C:48]1[CH:53]=[CH:52][C:51]([CH2:54][NH2:55])=[CH:50][CH:49]=1)([CH3:43])([CH3:42])[CH3:41].CN1CCOCC1, predict the reaction product. The product is: [C:40]([O:44][C:45](=[O:56])[NH:46][CH2:47][C:48]1[CH:49]=[CH:50][C:51]([CH2:54][NH:55][C:9]([C:8]2[C:7]([O:6][C:5]3[CH:4]=[CH:3][C:2]([F:1])=[CH:17][CH:16]=3)=[N:15][CH:14]=[CH:13][CH:12]=2)=[O:11])=[CH:52][CH:53]=1)([CH3:43])([CH3:41])[CH3:42]. (5) Given the reactants [Cl:1][C:2]1[CH:3]=[C:4]([CH2:39][C:40]([O:42][CH3:43])=[O:41])[CH:5]=[CH:6][C:7]=1[O:8][C:9]1[C:26]([NH:27][S:28]([C:31]2[CH:36]=[CH:35][C:34]([Cl:37])=[CH:33][C:32]=2[Cl:38])(=[O:30])=[O:29])=[CH:25][C:12]2[N:13]=[C:14]([CH3:24])[N:15](COCC[Si](C)(C)C)[C:11]=2[CH:10]=1.FC(F)(F)C(O)=O, predict the reaction product. The product is: [Cl:1][C:2]1[CH:3]=[C:4]([CH2:39][C:40]([O:42][CH3:43])=[O:41])[CH:5]=[CH:6][C:7]=1[O:8][C:9]1[C:26]([NH:27][S:28]([C:31]2[CH:36]=[CH:35][C:34]([Cl:37])=[CH:33][C:32]=2[Cl:38])(=[O:29])=[O:30])=[CH:25][C:12]2[N:13]=[C:14]([CH3:24])[NH:15][C:11]=2[CH:10]=1. (6) Given the reactants [NH2:1][C:2]1[C:7]([C:8]([NH2:10])=[O:9])=[C:6]([N:11]2[CH2:16][CH2:15][CH:14]([C:17]3[N:18]([CH3:33])[CH:19]=[C:20]([C:22]4[CH:27]=[CH:26][C:25]([F:28])=[C:24]([C:29]([F:32])([F:31])[F:30])[CH:23]=4)[N:21]=3)[CH2:13][CH2:12]2)[N:5]=[CH:4][N:3]=1.NC1C(C#N)=[C:39]([N:43]2[CH2:48]CC(C3N(C[CH2:39][N:43]([CH3:48])[CH3:44])C=C(C4C=CC(F)=C(C(F)(F)F)C=4)N=3)C[CH2:44]2)N=CN=1, predict the reaction product. The product is: [NH2:1][C:2]1[C:7]([C:8]([NH2:10])=[O:9])=[C:6]([N:11]2[CH2:16][CH2:15][CH:14]([C:17]3[N:18]([CH2:33][CH2:39][N:43]([CH3:48])[CH3:44])[CH:19]=[C:20]([C:22]4[CH:27]=[CH:26][C:25]([F:28])=[C:24]([C:29]([F:32])([F:31])[F:30])[CH:23]=4)[N:21]=3)[CH2:13][CH2:12]2)[N:5]=[CH:4][N:3]=1. (7) Given the reactants [CH2:1]([N:8]1[CH2:13][CH2:12][C@H:11]([OH:14])[C@H:10]([CH2:15][O:16]S(C2C=CC(C)=CC=2)(=O)=O)[CH2:9]1)[C:2]1[CH:7]=[CH:6][CH:5]=[CH:4][CH:3]=1.C(=O)([O-])[O-].[K+].[K+].O.C(OCC)(=O)C.[F:40][C:41]1[CH:46]=[CH:45][CH:44]=[CH:43][C:42]=1O, predict the reaction product. The product is: [CH2:1]([N:8]1[CH2:13][CH2:12][C@H:11]([OH:14])[C@H:10]([CH2:15][O:16][C:42]2[CH:43]=[CH:44][CH:45]=[CH:46][C:41]=2[F:40])[CH2:9]1)[C:2]1[CH:3]=[CH:4][CH:5]=[CH:6][CH:7]=1. (8) Given the reactants [C:1]([O-:4])(=[O:3])[CH3:2].[C:5]([O-:8])(=[O:7])[CH3:6].[C:9]([O-:12])(=[O:11])[CH3:10].C([O-])(=O)C.[Pb+4:17].[Br:18][C:19]1[CH:24]=[C:23]([CH2:25][CH3:26])[C:22](B(O)O)=[C:21]([CH2:30][CH3:31])[CH:20]=1, predict the reaction product. The product is: [C:1]([O-:4])(=[O:3])[CH3:2].[C:5]([O-:8])(=[O:7])[CH3:6].[C:9]([O-:12])(=[O:11])[CH3:10].[Br:18][C:19]1[CH:24]=[C:23]([CH2:25][CH3:26])[C:22]([Pb+3:17])=[C:21]([CH2:30][CH3:31])[CH:20]=1.